This data is from Full USPTO retrosynthesis dataset with 1.9M reactions from patents (1976-2016). The task is: Predict the reactants needed to synthesize the given product. Given the product [Cl:18][C:19]1[CH:24]=[CH:23][C:22]([S:25]([N:3]([CH3:2])[CH2:4][CH2:5][C@H:6]2[CH2:11][CH2:10][C@H:9]([CH2:12][O:13][S:14]([CH3:17])(=[O:16])=[O:15])[CH2:8][CH2:7]2)(=[O:27])=[O:26])=[CH:21][CH:20]=1, predict the reactants needed to synthesize it. The reactants are: Cl.[CH3:2][NH:3][CH2:4][CH2:5][C@H:6]1[CH2:11][CH2:10][C@H:9]([CH2:12][O:13][S:14]([CH3:17])(=[O:16])=[O:15])[CH2:8][CH2:7]1.[Cl:18][C:19]1[CH:24]=[CH:23][C:22]([S:25](Cl)(=[O:27])=[O:26])=[CH:21][CH:20]=1.